Dataset: Forward reaction prediction with 1.9M reactions from USPTO patents (1976-2016). Task: Predict the product of the given reaction. (1) Given the reactants [C:1]([O:5][C:6](=[O:19])[NH:7][C:8]1[CH:13]=[C:12]([N:14]([CH3:16])[CH3:15])[C:11]([Cl:17])=[CH:10][C:9]=1[NH2:18])([CH3:4])([CH3:3])[CH3:2].C([O:24][C:25](=O)[CH2:26][C:27]([C:29]1[CH:34]=[CH:33][CH:32]=[C:31]([C:35]2[N:36]([CH3:40])[N:37]=[CH:38][CH:39]=2)[CH:30]=1)=[O:28])(C)(C)C, predict the reaction product. The product is: [C:1]([O:5][C:6](=[O:19])[NH:7][C:8]1[CH:13]=[C:12]([N:14]([CH3:16])[CH3:15])[C:11]([Cl:17])=[CH:10][C:9]=1[NH:18][C:25](=[O:24])[CH2:26][C:27]([C:29]1[CH:34]=[CH:33][CH:32]=[C:31]([C:35]2[N:36]([CH3:40])[N:37]=[CH:38][CH:39]=2)[CH:30]=1)=[O:28])([CH3:4])([CH3:2])[CH3:3]. (2) Given the reactants NC1N=CN=C([C:8]2[CH:9]=[C:10]([N:14]3[CH:23]=[CH:22][C:21]4[C:16](=[C:17]([F:27])[CH:18]=[C:19]([CH:24]5[CH2:26][CH2:25]5)[CH:20]=4)[C:15]3=[O:28])[CH:11]=[CH:12][CH:13]=2)C=1OCCNC.CCN(C(C)C)C(C)C.C([Cl:47])(=O)C=C, predict the reaction product. The product is: [Cl:47][C:8]1[CH:9]=[C:10]([N:14]2[CH:23]=[CH:22][C:21]3[C:16](=[C:17]([F:27])[CH:18]=[C:19]([CH:24]4[CH2:26][CH2:25]4)[CH:20]=3)[C:15]2=[O:28])[CH:11]=[CH:12][CH:13]=1. (3) Given the reactants C[O:2][C:3]([C:5]1[C:9]([NH:10][C:11](=[O:15])[CH:12](Cl)[CH3:13])=[CH:8][S:7][CH:6]=1)=[O:4].[Cl:16][C:17]1[CH:18]=[C:19]([OH:24])[CH:20]=[CH:21][C:22]=1[Cl:23], predict the reaction product. The product is: [Cl:16][C:17]1[CH:18]=[C:19]([CH:20]=[CH:21][C:22]=1[Cl:23])[O:24][CH:12]([CH3:13])[C:11]([NH:10][C:9]1[C:5]([C:3]([OH:2])=[O:4])=[CH:6][S:7][CH:8]=1)=[O:15]. (4) Given the reactants [Cl:1][C:2]1[CH:3]=[N:4][C:5]([N:8]2[CH:12]=[C:11]([C:13]([O:15]CC)=[O:14])[CH:10]=[N:9]2)=[N:6][CH:7]=1.[Li+].[OH-], predict the reaction product. The product is: [Cl:1][C:2]1[CH:7]=[N:6][C:5]([N:8]2[CH:12]=[C:11]([C:13]([OH:15])=[O:14])[CH:10]=[N:9]2)=[N:4][CH:3]=1. (5) Given the reactants [CH2:1]([C@H:8]1[C:11](=[O:12])[CH2:10][N:9]1[C:13]([O:15][C:16]([CH3:19])([CH3:18])[CH3:17])=[O:14])[C:2]1[CH:7]=[CH:6][CH:5]=[CH:4][CH:3]=1.[CH3:20][CH2:21][CH2:22][C:23]#[C:24][CH2:25][CH2:26][CH3:27], predict the reaction product. The product is: [CH2:1]([CH:8]1[N:9]([C:13]([O:15][C:16]([CH3:17])([CH3:18])[CH3:19])=[O:14])[CH2:10][C:24]([CH2:25][CH2:26][CH3:27])=[C:23]([CH2:22][CH2:21][CH3:20])[C:11]1=[O:12])[C:2]1[CH:3]=[CH:4][CH:5]=[CH:6][CH:7]=1. (6) Given the reactants [N:1]1([CH:8]=[O:9])[CH2:7][CH2:6][CH2:5][NH:4][CH2:3][CH2:2]1.[CH2:10]=O.[F:12][C:13]([F:23])([F:22])[C:14]1[CH:15]=[C:16]([C:20]#[CH:21])[CH:17]=[CH:18][CH:19]=1, predict the reaction product. The product is: [F:12][C:13]([F:22])([F:23])[C:14]1[CH:15]=[C:16]([C:20]#[C:21][CH2:10][N:4]2[CH2:5][CH2:6][CH2:7][N:1]([CH:8]=[O:9])[CH2:2][CH2:3]2)[CH:17]=[CH:18][CH:19]=1. (7) The product is: [CH3:11][C:12]([C:17]1[CH:22]=[CH:21][CH:20]=[CH:19][CH:18]=1)([CH3:16])[CH2:13][C:2]1[CH2:3][C:4]2[C:9]([CH:10]=1)=[CH:8][CH:7]=[CH:6][CH:5]=2. Given the reactants Br[C:2]1[CH2:3][C:4]2[C:9]([CH:10]=1)=[CH:8][CH:7]=[CH:6][CH:5]=2.[CH3:11][C:12]([C:17]1[CH:22]=[CH:21][CH:20]=[CH:19][CH:18]=1)([CH3:16])[CH2:13][Mg]Cl.Cl, predict the reaction product. (8) Given the reactants [C:1]([C:3]1[C:4]([N:22]2[CH2:27][CH2:26][CH:25]([C:28](O)=[O:29])[CH2:24][CH2:23]2)=[N:5][C:6]([CH2:14][N:15]2[CH2:20][CH2:19][CH2:18][CH2:17][C:16]2=[O:21])=[C:7]([C:9]([O:11][CH2:12][CH3:13])=[O:10])[CH:8]=1)#[N:2].[C:31]1([NH:37][S:38]([NH2:41])(=[O:40])=[O:39])[CH:36]=[CH:35][CH:34]=[CH:33][CH:32]=1, predict the reaction product. The product is: [NH:37]([S:38]([NH:41][C:28]([CH:25]1[CH2:26][CH2:27][N:22]([C:4]2[C:3]([C:1]#[N:2])=[CH:8][C:7]([C:9]([O:11][CH2:12][CH3:13])=[O:10])=[C:6]([CH2:14][N:15]3[CH2:20][CH2:19][CH2:18][CH2:17][C:16]3=[O:21])[N:5]=2)[CH2:23][CH2:24]1)=[O:29])(=[O:39])=[O:40])[C:31]1[CH:32]=[CH:33][CH:34]=[CH:35][CH:36]=1. (9) Given the reactants CC1(C)CCCC(C)(C)N1.C([Li])CCC.[CH3:16][O:17][C:18]1[N:19]=[N:20][C:21]([C:24]2[CH:29]=[CH:28][N:27]=[CH:26][CH:25]=2)=[CH:22][CH:23]=1.[CH:30](=[O:32])[CH3:31], predict the reaction product. The product is: [CH3:16][O:17][C:18]1[N:19]=[N:20][C:21]([C:24]2[CH:29]=[CH:28][N:27]=[CH:26][CH:25]=2)=[CH:22][C:23]=1[CH:30]([OH:32])[CH3:31]. (10) The product is: [Cl:1][C:2]1[CH:7]=[CH:6][C:5]([CH:8]([NH:11][C:12]2[CH:13]=[CH:14][C:15]([CH3:20])=[C:16]([CH:19]=2)[CH2:17][N:22]2[CH2:25][CH:24]([C:26]([OH:28])=[O:27])[CH2:23]2)[CH2:9][CH3:10])=[CH:4][C:3]=1[CH3:21]. Given the reactants [Cl:1][C:2]1[CH:7]=[CH:6][C:5]([CH:8]([NH:11][C:12]2[CH:13]=[CH:14][C:15]([CH3:20])=[C:16]([CH:19]=2)[CH:17]=O)[CH2:9][CH3:10])=[CH:4][C:3]=1[CH3:21].[NH:22]1[CH2:25][CH:24]([C:26]([OH:28])=[O:27])[CH2:23]1.CC(O)=O.[BH3-]C#N.[Na+], predict the reaction product.